From a dataset of Catalyst prediction with 721,799 reactions and 888 catalyst types from USPTO. Predict which catalyst facilitates the given reaction. (1) Reactant: C(OC([NH:8][CH2:9][C@H:10]([C:29]([OH:31])=[O:30])[NH:11][C:12]([O:14][CH2:15][CH:16]1[C:28]2[CH:27]=[CH:26][CH:25]=[CH:24][C:23]=2[C:22]2[C:17]1=[CH:18][CH:19]=[CH:20][CH:21]=2)=[O:13])=O)(C)(C)C.[ClH:32]. Product: [ClH:32].[NH2:8][CH2:9][C@@H:10]([C:29]([OH:31])=[O:30])[NH:11][C:12]([O:14][CH2:15][CH:16]1[C:17]2[CH:18]=[CH:19][CH:20]=[CH:21][C:22]=2[C:23]2[C:28]1=[CH:27][CH:26]=[CH:25][CH:24]=2)=[O:13]. The catalyst class is: 2. (2) Reactant: [Cl:1][C:2]1[CH:7]=[CH:6][C:5](/[CH:8]=[CH:9]/[CH2:10][N:11]2[CH2:17][CH2:16][CH2:15]/[C:14](=[CH:18]/OC)/[CH2:13][CH2:12]2)=[CH:4][CH:3]=1.[ClH:21].ClC1C=C[C:26]([NH:29]N)=CC=1.F[C:32](F)(F)[C:33](O)=O.C([SiH](CC)CC)C.[OH-].[NH4+]. Product: [Cl:21][CH:33]1[CH2:32][CH2:26][NH:29][CH2:13][C:14]2([CH2:15][CH2:16][CH2:17][N:11]([CH2:10]/[CH:9]=[CH:8]/[C:5]3[CH:4]=[CH:3][C:2]([Cl:1])=[CH:7][CH:6]=3)[CH2:12]2)[CH2:18]1. The catalyst class is: 452. (3) Reactant: [Cl-].C([Al+]CC)C.Cl.[CH3:8][NH:9][O:10][CH3:11].[Br:12][C:13]1[S:17][C:16]2=[C:18]([C:21]([O:23]CC)=O)[N:19]=[CH:20][N:15]2[CH:14]=1.P([O-])([O-])([O-])=O. Product: [CH3:11][O:10][N:9]([CH3:8])[C:21]([C:18]1[N:19]=[CH:20][N:15]2[CH:14]=[C:13]([Br:12])[S:17][C:16]=12)=[O:23]. The catalyst class is: 4. (4) Reactant: C(O)(C(F)(F)F)=O.C(OC(=O)[NH:14][C@H:15]1[CH2:20][CH2:19][C@@H:18]([CH2:21][N:22]2[C:26]3=[N:27][C:28]([NH:31][C:32]4[CH:37]=[CH:36][C:35]([CH3:38])=[C:34]([S:39](=[O:42])(=[O:41])[NH2:40])[CH:33]=4)=[N:29][CH:30]=[C:25]3[CH:24]=[N:23]2)[CH2:17][CH2:16]1)(C)(C)C. Product: [NH2:14][C@@H:15]1[CH2:16][CH2:17][C@H:18]([CH2:21][N:22]2[C:26]3=[N:27][C:28]([NH:31][C:32]4[CH:37]=[CH:36][C:35]([CH3:38])=[C:34]([S:39]([NH2:40])(=[O:42])=[O:41])[CH:33]=4)=[N:29][CH:30]=[C:25]3[CH:24]=[N:23]2)[CH2:19][CH2:20]1. The catalyst class is: 2. (5) Reactant: [C:1]1([CH2:7][C@@H:8]([NH:15][C:16](=O)[CH2:17]Cl)[CH2:9][NH:10][C:11](=O)[CH2:12]Cl)[CH:6]=[CH:5][CH:4]=[CH:3][CH:2]=1. Product: [CH2:7]([C@H:8]1[CH2:9][N:10]2[CH2:17][CH2:16][N:15]1[CH2:12][CH2:11]2)[C:1]1[CH:6]=[CH:5][CH:4]=[CH:3][CH:2]=1. The catalyst class is: 1. (6) Reactant: [Br:1][C:2]1[CH:7]=[CH:6][C:5](N)=[C:4]([N+:9]([O-])=O)[CH:3]=1.N([O-])=O.[Na+].[C:16]([S-:18])#[N:17].[K+].Cl[Sn]Cl. Product: [Br:1][C:2]1[CH:7]=[CH:6][C:5]2[S:18][C:16]([NH2:17])=[N:9][C:4]=2[CH:3]=1. The catalyst class is: 561. (7) The catalyst class is: 21. Product: [Cl:1][C:2]1[CH:3]=[CH:4][C:5]([O:25][CH2:35][C:34]2[CH:37]=[CH:38][CH:39]=[CH:40][C:33]=2[F:32])=[C:6]([CH2:8][N:9]2[C:13]([CH3:14])=[CH:12][C:11]([NH:15][C:16](=[O:24])[CH2:17][C:18]3[CH:19]=[CH:20][CH:21]=[CH:22][CH:23]=3)=[N:10]2)[CH:7]=1. Reactant: [Cl:1][C:2]1[CH:3]=[CH:4][C:5]([OH:25])=[C:6]([CH2:8][N:9]2[C:13]([CH3:14])=[CH:12][C:11]([NH:15][C:16](=[O:24])[CH2:17][C:18]3[CH:23]=[CH:22][CH:21]=[CH:20][CH:19]=3)=[N:10]2)[CH:7]=1.C(=O)([O-])[O-].[K+].[K+].[F:32][C:33]1[CH:40]=[CH:39][CH:38]=[CH:37][C:34]=1[CH2:35]Br.